This data is from Forward reaction prediction with 1.9M reactions from USPTO patents (1976-2016). The task is: Predict the product of the given reaction. (1) Given the reactants [CH3:1][O:2][C:3]([CH:5]1[CH2:10][CH2:9][O:8][CH2:7][CH2:6]1)=[O:4].C[Si]([N-][Si](C)(C)C)(C)C.[Na+].[Br:21][C:22]1[CH:23]=[C:24]([CH3:29])[C:25](F)=[N:26][CH:27]=1.[Cl-].[NH4+], predict the reaction product. The product is: [CH3:1][O:2][C:3]([C:5]1([C:25]2[C:24]([CH3:29])=[CH:23][C:22]([Br:21])=[CH:27][N:26]=2)[CH2:10][CH2:9][O:8][CH2:7][CH2:6]1)=[O:4]. (2) Given the reactants [Cl:1][C:2]1[C:11]2[C:6](=[CH:7][C:8]([O:14][CH2:15][CH2:16][CH2:17][S:18]([CH3:21])(=[O:20])=[O:19])=[C:9]([O:12][CH3:13])[CH:10]=2)[N:5]=[CH:4][N:3]=1.[NH2:22][C:23]1[CH:24]=[C:25]2[C:29](=[CH:30][CH:31]=1)[NH:28][CH:27]=[CH:26]2.Cl, predict the reaction product. The product is: [ClH:1].[NH:28]1[C:29]2[C:25](=[CH:24][C:23]([NH:22][C:2]3[C:11]4[C:6](=[CH:7][C:8]([O:14][CH2:15][CH2:16][CH2:17][S:18]([CH3:21])(=[O:20])=[O:19])=[C:9]([O:12][CH3:13])[CH:10]=4)[N:5]=[CH:4][N:3]=3)=[CH:31][CH:30]=2)[CH:26]=[CH:27]1. (3) The product is: [Br:1][C:19]1[C:18]([OH:22])=[C:17]([F:23])[CH:16]=[C:15]2[C:20]=1[CH2:21][CH:13]([CH2:9][CH2:10][CH2:11][CH3:12])[C:14]2=[O:24]. Given the reactants [Br:1]N1C(=O)CCC1=O.[CH2:9]([CH:13]1[CH2:21][C:20]2[C:15](=[CH:16][C:17]([F:23])=[C:18]([OH:22])[CH:19]=2)[C:14]1=[O:24])[CH2:10][CH2:11][CH3:12], predict the reaction product. (4) Given the reactants [C:1]1([N:7]2[C:25](=[O:26])[C:10]3=[CH:11][NH:12][C:13]4[CH:14]=[CH:15][C:16]([N:19]5[CH2:24][CH2:23][NH:22][CH2:21][CH2:20]5)=[N:17][C:18]=4[C:9]3=[N:8]2)[CH:6]=[CH:5][CH:4]=[CH:3][CH:2]=1.[CH3:27]C1CNCCN1, predict the reaction product. The product is: [CH3:27][CH:23]1[NH:22][CH2:21][CH2:20][N:19]([C:16]2[CH:15]=[CH:14][C:13]3[NH:12][CH:11]=[C:10]4[C:25](=[O:26])[N:7]([C:1]5[CH:6]=[CH:5][CH:4]=[CH:3][CH:2]=5)[N:8]=[C:9]4[C:18]=3[N:17]=2)[CH2:24]1. (5) Given the reactants [F:1][C:2]1[CH:3]=[C:4]([C:8]2[C:17]3[C:12](=[CH:13][C:14]([CH2:18][N:19]4[CH:23]=[C:22]([C:24]([OH:32])([C:28]([F:31])([F:30])[F:29])[CH2:25][CH:26]=[CH2:27])[N:21]=[N:20]4)=[CH:15][CH:16]=3)[O:11][C:10](=[O:33])[CH:9]=2)[CH:5]=[CH:6][CH:7]=1, predict the reaction product. The product is: [F:1][C:2]1[CH:3]=[C:4]([C:8]2[C:17]3[C:12](=[CH:13][C:14]([CH2:18][N:19]4[CH:23]=[C:22]([C:24]([OH:32])([C:28]([F:30])([F:31])[F:29])[CH2:25][CH2:26][CH3:27])[N:21]=[N:20]4)=[CH:15][CH:16]=3)[O:11][C:10](=[O:33])[CH:9]=2)[CH:5]=[CH:6][CH:7]=1. (6) Given the reactants [Br:1][C:2]1[CH:14]=[CH:13][C:5]2[NH:6][C:7]([S:9]([CH3:12])(=O)=O)=[N:8][C:4]=2[CH:3]=1.SC1[C:21]2[NH:22][C:23](=[O:25])[NH:24][C:20]=2[CH:19]=[C:18]([C:26]([OH:28])=[O:27])[CH:17]=1, predict the reaction product. The product is: [Br:1][C:2]1[CH:14]=[CH:13][C:5]2[NH:6][C:7]([S:9][C:12]3[C:21]4[NH:22][C:23](=[O:25])[NH:24][C:20]=4[CH:19]=[C:18]([C:26]([OH:28])=[O:27])[CH:17]=3)=[N:8][C:4]=2[CH:3]=1.